Dataset: Reaction yield outcomes from USPTO patents with 853,638 reactions. Task: Predict the reaction yield, written as a fraction of the theoretical maximum amount of product (1.0 means a 100% yield; for example, 0.34 means a 34% yield). (1) The reactants are [CH2:1]([CH:4]1[C:17]2[C:12](=[C:13]([Cl:18])[CH:14]=[CH:15][CH:16]=2)[C:6]2([CH2:11][CH2:10][NH:9][CH2:8][CH2:7]2)[O:5]1)[CH:2]=[CH2:3].CCN(C(C)C)C(C)C.[CH:28]12[CH2:37][CH:32]3[CH2:33][CH:34]([CH2:36][CH:30]([CH2:31]3)[CH:29]1[N:38]=[C:39]=[O:40])[CH2:35]2. The catalyst is C(Cl)Cl. The product is [CH:30]12[CH2:36][CH:34]3[CH2:33][CH:32]([CH2:37][CH:28]([CH2:35]3)[CH:29]1[NH:38][C:39]([N:9]1[CH2:10][CH2:11][C:6]3([C:12]4[C:17](=[CH:16][CH:15]=[CH:14][C:13]=4[Cl:18])[CH:4]([CH2:1][CH:2]=[CH2:3])[O:5]3)[CH2:7][CH2:8]1)=[O:40])[CH2:31]2. The yield is 0.970. (2) The reactants are [NH2:1][C@@H:2]1[C:8](=[O:9])[NH:7][C:6]2[CH:10]=[CH:11][CH:12]=[CH:13][C:5]=2[C:4]2[CH:14]=[CH:15][CH:16]=[CH:17][C:3]1=2.[OH:18][C:19]([CH3:32])([C:23]([NH:25][CH2:26][CH2:27][C:28]([F:31])([F:30])[F:29])=[O:24])[C:20](O)=[O:21].O.ON1C2C=CC=CC=2N=N1.C(N(C(C)C)CC)(C)C.Cl.CN(C)CCCN=C=NCC.Cl. The catalyst is O1CCCC1. The product is [OH:18][C:19]([CH3:32])([C:23]([NH:25][CH2:26][CH2:27][C:28]([F:29])([F:30])[F:31])=[O:24])[C:20]([NH:1][C@@H:2]1[C:8](=[O:9])[NH:7][C:6]2[CH:10]=[CH:11][CH:12]=[CH:13][C:5]=2[C:4]2[CH:14]=[CH:15][CH:16]=[CH:17][C:3]1=2)=[O:21]. The yield is 0.410.